From a dataset of Full USPTO retrosynthesis dataset with 1.9M reactions from patents (1976-2016). Predict the reactants needed to synthesize the given product. (1) Given the product [CH3:24][NH:25][CH2:1][C:3]1[CH:19]=[C:18]([C:20]([F:23])([F:22])[F:21])[CH:17]=[CH:16][C:4]=1[O:5][C:6]1[CH:7]=[C:8]([CH2:12][C:13]([OH:15])=[O:14])[CH:9]=[CH:10][CH:11]=1, predict the reactants needed to synthesize it. The reactants are: [CH:1]([C:3]1[CH:19]=[C:18]([C:20]([F:23])([F:22])[F:21])[CH:17]=[CH:16][C:4]=1[O:5][C:6]1[CH:7]=[C:8]([CH2:12][C:13]([OH:15])=[O:14])[CH:9]=[CH:10][CH:11]=1)=O.[CH3:24][NH2:25]. (2) Given the product [F:32][C:31]([F:34])([F:33])[C:29]([OH:35])=[O:30].[NH2:7][CH:8]([CH2:9][CH2:10][N:11]1[N:15]=[CH:14][CH:13]=[N:12]1)[C:16]([NH:17][C:18]1([C:21]2[N:26]=[CH:25][CH:24]=[CH:23][N:22]=2)[CH2:19][CH2:20]1)=[O:27], predict the reactants needed to synthesize it. The reactants are: C(OC(=O)[NH:7][CH:8]([C:16](=[O:27])[NH:17][C:18]1([C:21]2[N:26]=[CH:25][CH:24]=[CH:23][N:22]=2)[CH2:20][CH2:19]1)[CH2:9][CH2:10][N:11]1[N:15]=[CH:14][CH:13]=[N:12]1)(C)(C)C.[C:29]([OH:35])([C:31]([F:34])([F:33])[F:32])=[O:30]. (3) Given the product [C:34]([O:33][C:31](=[O:32])[NH:30][CH:27]1[CH2:28][CH2:29][N:24]([CH2:23][CH2:22][N:9]2[C:10]3[C:5](=[CH:4][CH:3]=[C:2]([F:1])[CH:11]=3)[C:6](=[O:14])[N:7]([CH3:13])[C:8]2=[O:12])[CH2:25][CH2:26]1)([CH3:37])([CH3:36])[CH3:35], predict the reactants needed to synthesize it. The reactants are: [F:1][C:2]1[CH:11]=[C:10]2[C:5]([C:6](=[O:14])[N:7]([CH3:13])[C:8](=[O:12])[NH:9]2)=[CH:4][CH:3]=1.[H-].[Na+].CS(O[CH2:22][CH2:23][N:24]1[CH2:29][CH2:28][CH:27]([NH:30][C:31]([O:33][C:34]([CH3:37])([CH3:36])[CH3:35])=[O:32])[CH2:26][CH2:25]1)(=O)=O.C(OC(=O)NC1CCN(CCN2C3C(=CC=C(OC)C=3)C=CC2=O)CC1)(C)(C)C.